From a dataset of hERG Central: cardiac toxicity at 1µM, 10µM, and general inhibition. Predict hERG channel inhibition at various concentrations. (1) The compound is COc1ccc(S(=O)(=O)N2CCC(n3cnc4ccccc43)CC2)cc1. Results: hERG_inhib (hERG inhibition (general)): blocker. (2) Results: hERG_inhib (hERG inhibition (general)): blocker. The drug is Cc1cccc(-c2nc(CN3CCCC(C(=O)NC4CCCC4)C3)c(C)o2)c1. (3) The compound is O=[N+]([O-])c1ccc(COc2nc3ccccc3nc2N2CCOCC2)cc1. Results: hERG_inhib (hERG inhibition (general)): blocker. (4) The drug is CCn1ccnc1CNCc1cn(-c2cc(C)ccc2C)nc1-c1ccccc1. Results: hERG_inhib (hERG inhibition (general)): blocker. (5) The drug is Cc1ccccc1C(=O)Nc1ccnn1C1CCN(CC2CC=CCC2)CC1. Results: hERG_inhib (hERG inhibition (general)): blocker. (6) The drug is COc1ccc(NC(=O)CSc2nnc(-c3cccs3)n2Cc2ccco2)cc1OC. Results: hERG_inhib (hERG inhibition (general)): blocker.